From a dataset of Catalyst prediction with 721,799 reactions and 888 catalyst types from USPTO. Predict which catalyst facilitates the given reaction. Reactant: Cl[C:2]([O:4][C:5]1[CH:10]=[CH:9][C:8]([N+:11]([O-:13])=[O:12])=[CH:7][CH:6]=1)=[O:3].C([N:27]1[CH2:30][CH:29]([O:31][C:32]2[CH:37]=[CH:36][C:35]([C:38]3[CH:43]=[CH:42][CH:41]=[CH:40][C:39]=3[F:44])=[CH:34][N:33]=2)[CH2:28]1)(C1C=CC=CC=1)C1C=CC=CC=1. Product: [N+:11]([C:8]1[CH:9]=[CH:10][C:5]([O:4][C:2]([N:27]2[CH2:30][CH:29]([O:31][C:32]3[CH:37]=[CH:36][C:35]([C:38]4[CH:43]=[CH:42][CH:41]=[CH:40][C:39]=4[F:44])=[CH:34][N:33]=3)[CH2:28]2)=[O:3])=[CH:6][CH:7]=1)([O-:13])=[O:12]. The catalyst class is: 4.